Dataset: Reaction yield outcomes from USPTO patents with 853,638 reactions. Task: Predict the reaction yield, written as a fraction of the theoretical maximum amount of product (1.0 means a 100% yield; for example, 0.34 means a 34% yield). (1) The reactants are [Cl-].O[NH3+:3].[C:4](=[O:7])([O-])[OH:5].[Na+].CS(C)=O.[O:13]1[C:17]2([CH2:22][CH2:21][CH:20]([N:23]3[C:28](=[O:29])[C:27]([CH2:30][C:31]4[CH:36]=[CH:35][C:34]([C:37]5[C:38]([C:43]#[N:44])=[CH:39][CH:40]=[CH:41][CH:42]=5)=[CH:33][CH:32]=4)=[C:26]([CH2:45][CH2:46][CH3:47])[N:25]4[N:48]=[CH:49][N:50]=[C:24]34)[CH2:19][CH2:18]2)[O:16][CH2:15][CH2:14]1. The catalyst is C(OCC)(=O)C. The product is [O:16]1[C:17]2([CH2:18][CH2:19][CH:20]([N:23]3[C:28](=[O:29])[C:27]([CH2:30][C:31]4[CH:36]=[CH:35][C:34]([C:37]5[CH:42]=[CH:41][CH:40]=[CH:39][C:38]=5[C:43]5[NH:3][C:4](=[O:7])[O:5][N:44]=5)=[CH:33][CH:32]=4)=[C:26]([CH2:45][CH2:46][CH3:47])[N:25]4[N:48]=[CH:49][N:50]=[C:24]34)[CH2:21][CH2:22]2)[O:13][CH2:14][CH2:15]1. The yield is 0.640. (2) The reactants are [F:1][C:2]([F:14])([F:13])[C:3]1[CH:12]=[CH:11][C:6]2[N:7]=[C:8]([NH2:10])[S:9][C:5]=2[CH:4]=1.C(N=C=NCCCN(C)C)C.ON1C2C=CC=CC=2N=N1.[CH3:36][O:37][C:38]1[CH:48]=[CH:47][C:46](/[CH:49]=[CH:50]\[C:51]2[CH:56]=[C:55]([O:57][CH3:58])[C:54]([O:59][CH3:60])=[C:53]([O:61][CH3:62])[CH:52]=2)=[CH:45][C:39]=1[O:40][CH2:41][C:42](O)=[O:43]. The catalyst is ClCCl.O. The product is [F:14][C:2]([F:1])([F:13])[C:3]1[CH:12]=[CH:11][C:6]2[N:7]=[C:8]([NH:10][C:42](=[O:43])[CH2:41][O:40][C:39]3[CH:45]=[C:46](/[CH:49]=[CH:50]\[C:51]4[CH:56]=[C:55]([O:57][CH3:58])[C:54]([O:59][CH3:60])=[C:53]([O:61][CH3:62])[CH:52]=4)[CH:47]=[CH:48][C:38]=3[O:37][CH3:36])[S:9][C:5]=2[CH:4]=1. The yield is 0.800. (3) The reactants are C(=O)([O-])[O-].[Na+].[Na+].[CH:7]1([C:10]([OH:12])=[O:11])[CH2:9][CH2:8]1.Br[CH2:14][C:15]([C:17]1[CH:22]=[CH:21][C:20]([Br:23])=[CH:19][CH:18]=1)=[O:16]. The catalyst is CN(C=O)C. The product is [CH:7]1([C:10]([O:12][CH2:14][C:15]([C:17]2[CH:22]=[CH:21][C:20]([Br:23])=[CH:19][CH:18]=2)=[O:16])=[O:11])[CH2:9][CH2:8]1. The yield is 0.980. (4) The reactants are [NH2:1][C@@H:2]([CH2:20][C:21]1[CH:26]=[CH:25][CH:24]=[CH:23][CH:22]=1)[C:3]([N:5]1[C:13]2[C:8](=[CH:9][CH:10]=[C:11]([C:14]3[CH:15]=[N:16][CH:17]=[N:18][CH:19]=3)[CH:12]=2)[CH2:7][CH2:6]1)=[O:4].[S:27]1[CH:31]=[C:30]([CH:32]=O)[N:29]=[CH:28]1.C(N(C(C)C)CC)(C)C.C(O[BH-](OC(=O)C)OC(=O)C)(=O)C.[Na+].C([BH3-])#N.[Na+]. The catalyst is ClCCCl.C1COCC1.ClCCl.C(=O)(O)[O-].[Na+]. The product is [C:21]1([CH2:20][C@H:2]([NH:1][CH2:32][C:30]2[N:29]=[CH:28][S:27][CH:31]=2)[C:3]([N:5]2[C:13]3[C:8](=[CH:9][CH:10]=[C:11]([C:14]4[CH:19]=[N:18][CH:17]=[N:16][CH:15]=4)[CH:12]=3)[CH2:7][CH2:6]2)=[O:4])[CH:26]=[CH:25][CH:24]=[CH:23][CH:22]=1. The yield is 0.330. (5) The reactants are [CH3:1][C:2]1[C:6]([CH2:7][N:8]2[CH:12]=[C:11]([N:13]3[C:17](=[O:18])[CH2:16][NH:15][C:14]3=[O:19])[CH:10]=[N:9]2)=[C:5]([CH3:20])[O:4][N:3]=1.[F:21][C:22]1[CH:30]=[CH:29][C:25]([CH2:26][CH2:27]Br)=[CH:24][CH:23]=1. No catalyst specified. The product is [CH3:1][C:2]1[C:6]([CH2:7][N:8]2[CH:12]=[C:11]([N:13]3[C:17](=[O:18])[CH2:16][N:15]([CH2:27][CH2:26][C:25]4[CH:29]=[CH:30][C:22]([F:21])=[CH:23][CH:24]=4)[C:14]3=[O:19])[CH:10]=[N:9]2)=[C:5]([CH3:20])[O:4][N:3]=1. The yield is 0.340. (6) The reactants are [Cl:1][C:2]1[CH:3]=[C:4]([N:8]2[C:12]([CH2:13][NH2:14])=[CH:11][C:10]([C:15]([F:18])([F:17])[F:16])=[N:9]2)[CH:5]=[CH:6][CH:7]=1.C(N(CC)CC)C.[OH:26][CH2:27][CH2:28][NH:29][C:30]1[N:35]=[CH:34][C:33]([NH:36][C:37](=O)[O:38]C2C=CC=CC=2)=[CH:32][CH:31]=1. The catalyst is ClCCl.O. The product is [Cl:1][C:2]1[CH:3]=[C:4]([N:8]2[C:12]([CH2:13][NH:14][C:37]([NH:36][C:33]3[CH:34]=[N:35][C:30]([NH:29][CH2:28][CH2:27][OH:26])=[CH:31][CH:32]=3)=[O:38])=[CH:11][C:10]([C:15]([F:16])([F:17])[F:18])=[N:9]2)[CH:5]=[CH:6][CH:7]=1. The yield is 0.540. (7) The reactants are [F:1][C:2]1[CH:7]=[CH:6][C:5]([C:8]2[N:9]=[N:10][S:11][C:12]=2[CH3:13])=[CH:4][CH:3]=1.BrN1C(=[O:20])CCC1=O.N(C(C)(C)C#N)=NC(C)(C)C#N. The catalyst is C(Cl)(Cl)(Cl)Cl. The product is [F:1][C:2]1[CH:3]=[CH:4][C:5]([C:8]2[N:9]=[N:10][S:11][C:12]=2[CH:13]=[O:20])=[CH:6][CH:7]=1. The yield is 0.0540.